Predict the reaction yield, written as a fraction of the theoretical maximum amount of product (1.0 means a 100% yield; for example, 0.34 means a 34% yield). From a dataset of Reaction yield outcomes from USPTO patents with 853,638 reactions. (1) The reactants are [CH3:1][C@@:2]([S:25]([CH3:28])(=[O:27])=[O:26])([CH2:8][CH2:9][N:10]1[CH:14]=[C:13]([C:15]2[CH:24]=[N:23][C:22]3[C:17](=[CH:18][CH:19]=[CH:20][CH:21]=3)[N:16]=2)[CH:12]=[N:11]1)[C:3]([O:5]CC)=[O:4].[Li+].[OH-].Cl. The catalyst is C1COCC1.O. The product is [CH3:1][C@@:2]([S:25]([CH3:28])(=[O:27])=[O:26])([CH2:8][CH2:9][N:10]1[CH:14]=[C:13]([C:15]2[CH:24]=[N:23][C:22]3[C:17](=[CH:18][CH:19]=[CH:20][CH:21]=3)[N:16]=2)[CH:12]=[N:11]1)[C:3]([OH:5])=[O:4]. The yield is 0.990. (2) The reactants are [OH:1][CH:2]([C:19]1[CH:24]=[CH:23][CH:22]=[CH:21][C:20]=1[O:25][CH3:26])[CH2:3][O:4][C:5]1[CH:18]=[CH:17][C:8](/[CH:9]=[C:10]2/[C:11](=[O:16])[NH:12][C:13](=[O:15])[S:14]/2)=[CH:7][CH:6]=1.N1C=CC=CC=1C1C=CC=CN=1.[BH4-].[Na+].[BH4-]. The catalyst is C1COCC1.[Co](Cl)Cl.CC(O)=O.O. The product is [OH:1][CH:2]([C:19]1[CH:24]=[CH:23][CH:22]=[CH:21][C:20]=1[O:25][CH3:26])[CH2:3][O:4][C:5]1[CH:18]=[CH:17][C:8]([CH2:9][CH:10]2[S:14][C:13](=[O:15])[NH:12][C:11]2=[O:16])=[CH:7][CH:6]=1. The yield is 0.630. (3) The reactants are [C:1]([O:5][C:6]([N:8]1[CH2:13][CH2:12][CH:11]([CH2:14][CH2:15][CH2:16]OS(C)(=O)=O)[CH2:10][CH2:9]1)=[O:7])([CH3:4])([CH3:3])[CH3:2].[CH3:22][N:23](C)C=O. No catalyst specified. The product is [C:1]([O:5][C:6]([N:8]1[CH2:13][CH2:12][CH:11]([CH2:14][CH2:15][CH2:16][C:22]#[N:23])[CH2:10][CH2:9]1)=[O:7])([CH3:4])([CH3:3])[CH3:2]. The yield is 0.870. (4) The reactants are [CH3:1][O:2][N:3]=[CH:4][C:5]1[CH:10]=[CH:9][C:8]([C:11]([O:13][CH3:14])=[O:12])=[CH:7][CH:6]=1.C([BH3-])#N.[Na+]. No catalyst specified. The product is [C:11]([C:8]1[CH:9]=[CH:10][C:5]([CH2:4][NH:3][O:2][CH3:1])=[CH:6][CH:7]=1)([O:13][CH3:14])=[O:12]. The yield is 0.530. (5) No catalyst specified. The reactants are C(=O)([O-])[O-].[K+].[K+].[S:7]1[CH:11]=[CH:10][CH:9]=[C:8]1[SH:12].[Br:13][CH2:14][CH2:15]Br. The product is [Br:13][CH2:14][CH2:15][S:12][C:8]1[S:7][CH:11]=[CH:10][CH:9]=1. The yield is 0.950. (6) The reactants are [O:1]1[CH:5]=[CH:4][CH:3]=[C:2]1[C:6]1[N:11]=[C:10]([NH2:12])[C:9]([N+:13]([O-:15])=[O:14])=[CH:8][CH:7]=1.[Br:16]N1C(=O)CCC1=O. The catalyst is CN(C=O)C. The product is [Br:16][C:7]1[CH:8]=[C:9]([N+:13]([O-:15])=[O:14])[C:10]([NH2:12])=[N:11][C:6]=1[C:2]1[O:1][CH:5]=[CH:4][CH:3]=1. The yield is 0.220.